From a dataset of Forward reaction prediction with 1.9M reactions from USPTO patents (1976-2016). Predict the product of the given reaction. (1) Given the reactants Br[C:2]1[N:3]([CH2:9][O:10][CH2:11][CH2:12][Si:13]([CH3:16])([CH3:15])[CH3:14])[C:4]([Br:8])=[C:5]([Br:7])[N:6]=1.C1([Li])C=CC=CC=1.[C:24](=[O:26])=[O:25].Cl, predict the reaction product. The product is: [Br:7][C:5]1[N:6]=[C:2]([C:24]([OH:26])=[O:25])[N:3]([CH2:9][O:10][CH2:11][CH2:12][Si:13]([CH3:16])([CH3:15])[CH3:14])[C:4]=1[Br:8]. (2) Given the reactants C1(N2C[C@@H](C3C=CC=CC=3)N([CH:18]3[CH2:23][CH2:22][NH:21][CH2:20][CH2:19]3)C2=O)CCCCC1.C(O[C:30](=[O:42])[NH:31][C@H:32]([C:35]1[CH:40]=[CH:39][CH:38]=[C:37]([F:41])[CH:36]=1)[CH2:33][NH2:34])(C)(C)C.C(OC(=O)N[C@H](C1C=CC=CC=1)CN)(C)(C)C.[O:60]1[CH2:65][CH2:64][CH2:63][CH2:62][C:61]1=O.C1(=O)CCCCC1, predict the reaction product. The product is: [F:41][C:37]1[CH:36]=[C:35]([C@@H:32]2[CH2:33][N:34]([CH:63]3[CH2:64][CH2:65][O:60][CH2:61][CH2:62]3)[C:30](=[O:42])[N:31]2[CH:18]2[CH2:19][CH2:20][NH:21][CH2:22][CH2:23]2)[CH:40]=[CH:39][CH:38]=1. (3) Given the reactants [Br:1][C:2]1[CH:7]=[CH:6][C:5]([C:8]([CH3:13])([CH3:12])C(N)=O)=[CH:4][CH:3]=1.FC(F)(F)C(OI(C1C=CC=CC=1)O[C:21](=[O:26])C(F)(F)F)=O.[N:35]1C=CC=CC=1.[C:41]([OH:45])([CH3:44])([CH3:43])[CH3:42], predict the reaction product. The product is: [C:41]([O:45][C:21](=[O:26])[NH:35][C:8]([C:5]1[CH:4]=[CH:3][C:2]([Br:1])=[CH:7][CH:6]=1)([CH3:12])[CH3:13])([CH3:44])([CH3:43])[CH3:42]. (4) Given the reactants [CH3:1][C:2]1[C:6]([C:7]2[CH:8]=[CH:9][C:10]([CH3:17])=[C:11]([S:13](Cl)(=[O:15])=[O:14])[CH:12]=2)=[C:5]([CH3:18])[O:4][N:3]=1.[CH2:19]([NH2:34])[CH2:20][O:21][CH2:22][CH2:23][O:24][CH2:25][CH2:26][O:27][CH2:28][CH2:29][O:30][CH2:31][CH2:32][NH2:33], predict the reaction product. The product is: [CH2:32]([NH:33][S:13]([C:11]1[CH:12]=[C:7]([C:6]2[C:2]([CH3:1])=[N:3][O:4][C:5]=2[CH3:18])[CH:8]=[CH:9][C:10]=1[CH3:17])(=[O:14])=[O:15])[CH2:31][O:30][CH2:29][CH2:28][O:27][CH2:26][CH2:25][O:24][CH2:23][CH2:22][O:21][CH2:20][CH2:19][NH:34][S:13]([C:11]1[CH:12]=[C:7]([C:6]2[C:2]([CH3:1])=[N:3][O:4][C:5]=2[CH3:18])[CH:8]=[CH:9][C:10]=1[CH3:17])(=[O:15])=[O:14]. (5) Given the reactants [O:1]1[CH2:6][CH2:5][N:4]([CH2:7][CH2:8][OH:9])[CH2:3][CH2:2]1.[Na].Cl[C:12]1[CH:17]=[CH:16][N:15]=[C:14]([NH2:18])[CH:13]=1, predict the reaction product. The product is: [O:1]1[CH2:6][CH2:5][N:4]([CH2:7][CH2:8][O:9][C:12]2[CH:17]=[CH:16][N:15]=[C:14]([NH2:18])[CH:13]=2)[CH2:3][CH2:2]1. (6) Given the reactants [CH2:1]([C:3]1[NH:25][C:6]2=[N:7][C:8]([C:18]3[CH:23]=[CH:22][C:21]([CH3:24])=[CH:20][CH:19]=3)=[C:9]([C:11]3[CH:16]=[CH:15][C:14]([CH3:17])=[CH:13][CH:12]=3)[N:10]=[C:5]2[C:4]=1[CH2:26][CH3:27])[CH3:2].[H-].[Na+].Br[CH2:31][CH2:32][CH2:33][CH2:34][CH2:35][CH2:36][C:37]([O:39][CH2:40][CH3:41])=[O:38].Cl, predict the reaction product. The product is: [CH2:1]([C:3]1[N:25]([CH2:31][CH2:32][CH2:33][CH2:34][CH2:35][CH2:36][C:37]([O:39][CH2:40][CH3:41])=[O:38])[C:6]2=[N:7][C:8]([C:18]3[CH:23]=[CH:22][C:21]([CH3:24])=[CH:20][CH:19]=3)=[C:9]([C:11]3[CH:12]=[CH:13][C:14]([CH3:17])=[CH:15][CH:16]=3)[N:10]=[C:5]2[C:4]=1[CH2:26][CH3:27])[CH3:2]. (7) Given the reactants [CH3:1][C:2]1[S:3][C:4]([C:8]([OH:10])=[O:9])=[C:5]([CH3:7])[N:6]=1.[Li][CH2:12]CCC.[CH2:16]([C:20]1[C:24]([CH2:25]Cl)=[C:23]([CH3:27])[O:22][N:21]=1)[CH2:17][CH2:18][CH3:19].C[Si](C=[N+]=[N-])(C)C, predict the reaction product. The product is: [CH3:12][O:9][C:8]([C:4]1[S:3][C:2]([CH2:1][CH2:25][C:24]2[C:20]([CH2:16][CH2:17][CH2:18][CH3:19])=[N:21][O:22][C:23]=2[CH3:27])=[N:6][C:5]=1[CH3:7])=[O:10]. (8) Given the reactants Cl.N1([C:14](=[O:15])[C:13]2[N:11](C)C=N[C:8]=2N(C)C1=O)C.[CH:16]1(C)[CH2:21][CH2:20][CH:19](C(C)C)[CH:18]([OH:25])[CH2:17]1, predict the reaction product. The product is: [CH:18]([O:25][C:14](=[O:15])[C@H:13]([CH2:8][C:21]1[CH:16]=[CH:17][C:18]([OH:25])=[CH:19][CH:20]=1)[NH2:11])([CH3:19])[CH3:17]. (9) Given the reactants Cl.[NH2:2][C:3]1[CH:32]=[CH:31][C:6]([C:7]([NH:9][CH2:10][C:11]2[C:12]([NH:24][CH:25]3[CH2:30][CH2:29][O:28][CH2:27][CH2:26]3)=[C:13]3[CH:21]=[N:20][N:19]([CH2:22][CH3:23])[C:14]3=[N:15][C:16]=2[CH2:17][CH3:18])=[O:8])=[CH:5][CH:4]=1.C(N(CC)CC)C.[Br:40][CH2:41][CH2:42][CH2:43][CH2:44][CH2:45][CH2:46][CH2:47][C:48](Cl)=[O:49], predict the reaction product. The product is: [Br:40][CH2:41][CH2:42][CH2:43][CH2:44][CH2:45][CH2:46][CH2:47][C:48]([NH:2][C:3]1[CH:32]=[CH:31][C:6]([C:7]([NH:9][CH2:10][C:11]2[C:12]([NH:24][CH:25]3[CH2:26][CH2:27][O:28][CH2:29][CH2:30]3)=[C:13]3[CH:21]=[N:20][N:19]([CH2:22][CH3:23])[C:14]3=[N:15][C:16]=2[CH2:17][CH3:18])=[O:8])=[CH:5][CH:4]=1)=[O:49].